Task: Predict the product of the given reaction.. Dataset: Forward reaction prediction with 1.9M reactions from USPTO patents (1976-2016) (1) Given the reactants [C:1]([O:5][C:6]([N:8]1[CH2:13][CH2:12][C:11](=[C:14](Br)[C:15]2[CH:20]=[CH:19][C:18]([C:21](=[O:27])[N:22]([CH2:25][CH3:26])[CH2:23][CH3:24])=[CH:17][CH:16]=2)[CH2:10][CH2:9]1)=[O:7])([CH3:4])([CH3:3])[CH3:2].[OH:29][C:30]1[CH:35]=[CH:34][CH:33]=[CH:32][C:31]=1B(O)O.C1(C)C=CC=CC=1.C([O-])([O-])=O.[Na+].[Na+], predict the reaction product. The product is: [CH2:23]([N:22]([CH2:25][CH3:26])[C:21]([C:18]1[CH:19]=[CH:20][C:15]([C:14]([C:31]2[CH:32]=[CH:33][CH:34]=[CH:35][C:30]=2[OH:29])=[C:11]2[CH2:12][CH2:13][N:8]([C:6]([O:5][C:1]([CH3:4])([CH3:3])[CH3:2])=[O:7])[CH2:9][CH2:10]2)=[CH:16][CH:17]=1)=[O:27])[CH3:24]. (2) Given the reactants [CH2:1]([O:3][C:4](=[O:15])[CH2:5][C:6]1[CH:11]=[CH:10][C:9]([N+:12]([O-:14])=[O:13])=[CH:8][CH:7]=1)[CH3:2].[CH2:16]([Mg]Cl)[CH3:17].ClC1C(=O)C(C#N)=C(C#N)C(=O)C=1Cl.O, predict the reaction product. The product is: [CH2:1]([O:3][C:4](=[O:15])[CH2:5][C:6]1[CH:11]=[CH:10][C:9]([N+:12]([O-:14])=[O:13])=[C:8]([CH2:16][CH3:17])[CH:7]=1)[CH3:2]. (3) Given the reactants C([O:5][C:6](=[N:14][CH:15]1[CH2:20][CH2:19][CH2:18][CH2:17][CH2:16]1)NC1CCCCC1)(C)(C)C.[CH3:21][CH2:22][O:23][C:24]([C@@H:26]([NH:35][C@H:36]([C:38](N1[C@H](C(O)=O)CCC1)=O)C)[CH2:27][CH2:28][C:29]1[CH:30]=[CH:31][CH:32]=[CH:33][CH:34]=1)=[O:25].C(/C(O)=O)=[CH:49]/[C:50]([OH:52])=[O:51].[CH2:56]1COCC1, predict the reaction product. The product is: [CH3:21][CH2:22][O:23][C:24]([C@@H:26]([NH:35][C@@H:36]1[C:6](=[O:5])[N:14]([CH2:49][C:50]([OH:52])=[O:51])[C:15]2[CH:16]=[CH:17][CH:18]=[CH:19][C:20]=2[CH2:56][CH2:38]1)[CH2:27][CH2:28][C:29]1[CH:34]=[CH:33][CH:32]=[CH:31][CH:30]=1)=[O:25]. (4) Given the reactants [OH2:1].C[N+]1([O-])[CH2:8][CH2:7][O:6][CH2:5][CH2:4]1.[C:10]([NH:20][CH2:21][CH2:22][CH2:23][CH2:24][C:25]1[CH:30]=[CH:29][C:28](OCC=C)=CC=1)([O:12][CH2:13][C:14]1[CH:19]=[CH:18][CH:17]=[CH:16][CH:15]=1)=[O:11].OS([O-])=O.[Na+].[C:40]([OH:44])(C)(C)C, predict the reaction product. The product is: [C:10]([NH:20][CH2:21][CH2:22][CH2:23][CH2:24][C:25]1[CH:30]=[CH:29][CH:28]=[CH:8][C:7]=1[O:6][CH2:5][CH:4]([OH:1])[CH2:40][OH:44])([O:12][CH2:13][C:14]1[CH:15]=[CH:16][CH:17]=[CH:18][CH:19]=1)=[O:11]. (5) The product is: [CH2:1]=[CH:2][C:3]1[CH:8]=[CH:7][CH:6]=[CH:5][CH:4]=1.[C:9]([O:13][CH2:14][CH2:15][CH2:16][CH3:17])(=[O:12])[CH:10]=[CH2:11]. Given the reactants [CH2:1]=[CH:2][C:3]1[CH:8]=[CH:7][CH:6]=[CH:5][CH:4]=1.[C:9]([O:13][CH2:14][CH2:15][CH2:16][CH3:17])(=[O:12])[CH:10]=[CH2:11].C(S)CCCCCCCCCCC.C(OCCCCCCCCCCOC(=O)C=C)(=O)C=C, predict the reaction product.